From a dataset of hERG Central: cardiac toxicity at 1µM, 10µM, and general inhibition. Predict hERG channel inhibition at various concentrations. The compound is COc1cc2c(cc1OC)C(C)N(CCc1ccc(Cl)cc1)CC2.O=C(O)/C=C\C(=O)O. Results: hERG_inhib (hERG inhibition (general)): blocker.